The task is: Predict which catalyst facilitates the given reaction.. This data is from Catalyst prediction with 721,799 reactions and 888 catalyst types from USPTO. (1) The catalyst class is: 6. Reactant: Cl.[NH2:2][OH:3].C([O-])(=O)C.[Na+].CO.[C:11]([C:15]1[CH:20]=[CH:19][CH:18]=[CH:17][CH:16]=1)(=O)[CH2:12][CH3:13]. Product: [C:15]1([C:11](=[N:2][OH:3])[CH2:12][CH3:13])[CH:20]=[CH:19][CH:18]=[CH:17][CH:16]=1. (2) Reactant: [Cl:1][C:2]1[CH:25]=[CH:24][CH:23]=[CH:22][C:3]=1[CH:4]([O:12][CH:13]1[CH2:18][CH2:17][N:16]([C:19](Cl)=[O:20])[CH2:15][CH2:14]1)[C:5]1[CH:10]=[CH:9][C:8]([Cl:11])=[CH:7][CH:6]=1.[NH:26]1[CH2:31][CH2:30][CH2:29][CH2:28][CH2:27]1.C(N(CC)CC)C. Product: [N:26]1([C:19]([N:16]2[CH2:17][CH2:18][CH:13]([O:12][CH:4]([C:5]3[CH:10]=[CH:9][C:8]([Cl:11])=[CH:7][CH:6]=3)[C:3]3[CH:22]=[CH:23][CH:24]=[CH:25][C:2]=3[Cl:1])[CH2:14][CH2:15]2)=[O:20])[CH2:31][CH2:30][CH2:29][CH2:28][CH2:27]1. The catalyst class is: 4. (3) Product: [Cl:8][C:3]1[C:2]([NH:1][C:13](=[O:14])[C:12]2[CH:16]=[CH:17][CH:18]=[CH:19][C:11]=2[C:10]([F:9])([F:20])[F:21])=[CH:7][CH:6]=[CH:5][N:4]=1. The catalyst class is: 17. Reactant: [NH2:1][C:2]1[C:3]([Cl:8])=[N:4][CH:5]=[CH:6][CH:7]=1.[F:9][C:10]([F:21])([F:20])[C:11]1[CH:19]=[CH:18][CH:17]=[CH:16][C:12]=1[C:13](Cl)=[O:14]. (4) Reactant: [Si]([O:18][CH2:19][C:20]1[N:25]=[CH:24][N:23]=[C:22]([CH:26]([CH:33]2[CH2:35][CH2:34]2)[CH2:27][C:28]([O:30][CH2:31][CH3:32])=[O:29])[CH:21]=1)(C(C)(C)C)(C1C=CC=CC=1)C1C=CC=CC=1.[F-].C([N+](CCCC)(CCCC)CCCC)CCC.O. Product: [CH:33]1([CH:26]([C:22]2[CH:21]=[C:20]([CH2:19][OH:18])[N:25]=[CH:24][N:23]=2)[CH2:27][C:28]([O:30][CH2:31][CH3:32])=[O:29])[CH2:34][CH2:35]1. The catalyst class is: 1.